Dataset: Catalyst prediction with 721,799 reactions and 888 catalyst types from USPTO. Task: Predict which catalyst facilitates the given reaction. (1) Reactant: [C:1](Cl)(Cl)=[O:2].[NH2:5][C:6]1[CH:14]=[CH:13][CH:12]=[C:11]([O:15][CH3:16])[C:7]=1[C:8]([OH:10])=[O:9].[OH-].[Na+]. Product: [CH3:16][O:15][C:11]1[C:7]2[C:8](=[O:10])[O:9][C:1](=[O:2])[NH:5][C:6]=2[CH:14]=[CH:13][CH:12]=1. The catalyst class is: 6. (2) Reactant: [CH:1]1([NH:6][C:7]2[N:12]=[C:11]([C:13]3[C:14]([C:28]4[CH:33]=[CH:32][C:31]([O:34][CH3:35])=[CH:30][CH:29]=4)=[N:15][N:16]4[C:21]([NH:22][CH2:23][CH2:24][CH2:25][CH2:26][NH2:27])=[CH:20][CH:19]=[CH:18][C:17]=34)[CH:10]=[CH:9][N:8]=2)[CH2:5][CH2:4][CH2:3][CH2:2]1.C(N(CC)CC)C.[P:43](Cl)([O:48][CH2:49][CH3:50])([O:45][CH2:46][CH3:47])=[O:44]. Product: [CH:1]1([NH:6][C:7]2[N:12]=[C:11]([C:13]3[C:14]([C:28]4[CH:29]=[CH:30][C:31]([O:34][CH3:35])=[CH:32][CH:33]=4)=[N:15][N:16]4[C:21]([NH:22][CH2:23][CH2:24][CH2:25][CH2:26][NH:27][P:43]([O:48][CH2:49][CH3:50])([O:45][CH2:46][CH3:47])=[O:44])=[CH:20][CH:19]=[CH:18][C:17]=34)[CH:10]=[CH:9][N:8]=2)[CH2:2][CH2:3][CH2:4][CH2:5]1. The catalyst class is: 4. (3) Reactant: [CH2:1]([C:5]1[CH:10]=[CH:9][C:8]([CH:11]([CH3:25])[C:12](=[O:24])[S:13][CH2:14][CH2:15][NH:16]C(OC(C)(C)C)=O)=[CH:7][CH:6]=1)[CH:2]([CH3:4])[CH3:3].[ClH:26]. Product: [Cl-:26].[CH2:1]([C:5]1[CH:10]=[CH:9][C:8]([CH:11]([CH3:25])[C:12]([S:13][CH2:14][CH2:15][NH3+:16])=[O:24])=[CH:7][CH:6]=1)[CH:2]([CH3:4])[CH3:3]. The catalyst class is: 1. (4) Reactant: C(OC([N:11]1[CH2:15][CH2:14][CH2:13][C:12]1([C:23](=[O:36])[NH:24][C@@H:25]([C@H:30]([O:32][C:33](=[O:35])[CH3:34])[CH3:31])[C:26]([O:28][CH3:29])=[O:27])[CH2:16][C:17]1[CH:22]=[CH:21][CH:20]=[CH:19][CH:18]=1)=O)C1C=CC=CC=1. The catalyst class is: 29. Product: [C:33]([O:32][C@H:30]([CH3:31])[C@H:25]([NH:24][C:23]([C:12]1([CH2:16][C:17]2[CH:22]=[CH:21][CH:20]=[CH:19][CH:18]=2)[CH2:13][CH2:14][CH2:15][NH:11]1)=[O:36])[C:26]([O:28][CH3:29])=[O:27])(=[O:35])[CH3:34]. (5) Reactant: Br[C:2]1[CH:10]=[CH:9][C:8]2[C:4](=[C:5]([CH3:12])[N:6]([CH3:11])[N:7]=2)[CH:3]=1.[Cl:13][C:14]1[CH:28]=[CH:27][C:17]([CH2:18][O:19][C:20]2[CH:25]=[CH:24][NH:23][C:22](=[O:26])[CH:21]=2)=[CH:16][CH:15]=1.C(=O)([O-])[O-].[K+].[K+].CNCCNC.N. Product: [Cl:13][C:14]1[CH:28]=[CH:27][C:17]([CH2:18][O:19][C:20]2[CH:25]=[CH:24][N:23]([C:2]3[CH:10]=[CH:9][C:8]4[C:4](=[C:5]([CH3:12])[N:6]([CH3:11])[N:7]=4)[CH:3]=3)[C:22](=[O:26])[CH:21]=2)=[CH:16][CH:15]=1. The catalyst class is: 156. (6) Reactant: [OH:1][C:2]1[CH:7]=[CH:6][C:5]([S:8]([NH:11][CH3:12])(=[O:10])=[O:9])=[CH:4][CH:3]=1.C(N(CC)CC)C.[Cl:20][C:21]1[C:26]([C:27](Cl)=[O:28])=[C:25]([Cl:30])[N:24]=[CH:23][N:22]=1. Product: [Cl:20][C:21]1[C:26]([C:27]([O:1][C:2]2[CH:7]=[CH:6][C:5]([S:8](=[O:10])(=[O:9])[NH:11][CH3:12])=[CH:4][CH:3]=2)=[O:28])=[C:25]([Cl:30])[N:24]=[CH:23][N:22]=1. The catalyst class is: 217. (7) Product: [CH3:1][CH2:2][O:3][C:4]1[N:12]([CH2:13][C:14]2[CH:19]=[CH:18][C:17]([C:20]3[CH:21]=[CH:22][CH:23]=[CH:24][C:25]=3[C:26]3[N:27]=[N:28][NH:29][N:30]=3)=[CH:16][CH:15]=2)[C:11]2[C:10]([C:50]([O:52][CH:53]([O:55][C:56]([O:58][CH:59]3[CH2:60][CH2:61][CH2:62][CH2:63][CH2:64]3)=[O:57])[CH3:54])=[O:51])=[CH:9][CH:8]=[CH:7][C:6]=2[N:5]=1. Reactant: [CH3:1][CH2:2][O:3][C:4]1[N:12]([CH2:13][C:14]2[CH:19]=[CH:18][C:17]([C:20]3[C:25]([C:26]4[N:30](C(C5C=CC=CC=5)(C5C=CC=CC=5)C5C=CC=CC=5)[N:29]=[N:28][N:27]=4)=[CH:24][CH:23]=[CH:22][CH:21]=3)=[CH:16][CH:15]=2)[C:11]2[C:6](=[CH:7][CH:8]=[CH:9][C:10]=2[C:50]([O:52][CH:53]([O:55][C:56]([O:58][CH:59]2[CH2:64][CH2:63][CH2:62][CH2:61][CH2:60]2)=[O:57])[CH3:54])=[O:51])[N:5]=1.O.FC(F)(F)C(O)=O.C(=O)([O-])O.[Na+]. The catalyst class is: 98. (8) Reactant: [CH3:1][S:2]([NH:5][CH2:6][C:7]1[CH:8]=[CH:9][C:10]([N+:17]([O-])=O)=[C:11]([CH:16]=1)[C:12]([O:14][CH3:15])=[O:13])(=[O:4])=[O:3]. Product: [NH2:17][C:10]1[CH:9]=[CH:8][C:7]([CH2:6][NH:5][S:2]([CH3:1])(=[O:4])=[O:3])=[CH:16][C:11]=1[C:12]([O:14][CH3:15])=[O:13]. The catalyst class is: 14. (9) Reactant: [Cl-].O[NH3+:3].[C:4](=[O:7])([O-])[OH:5].[Na+].CS(C)=O.[CH2:13]([C:15]1[S:51][C:18]2[N:19]([CH2:36][C:37]3[CH:42]=[CH:41][C:40]([C:43]4[C:44]([C:49]#[N:50])=[CH:45][CH:46]=[CH:47][CH:48]=4)=[CH:39][CH:38]=3)[C:20](=[O:35])[N:21]([CH2:24][C:25]([C:28]3[CH:33]=[CH:32][C:31]([F:34])=[CH:30][CH:29]=3)([OH:27])[CH3:26])[C:22](=[O:23])[C:17]=2[CH:16]=1)[CH3:14]. Product: [CH2:13]([C:15]1[S:51][C:18]2[N:19]([CH2:36][C:37]3[CH:42]=[CH:41][C:40]([C:43]4[CH:48]=[CH:47][CH:46]=[CH:45][C:44]=4[C:49]4[NH:3][C:4](=[O:7])[O:5][N:50]=4)=[CH:39][CH:38]=3)[C:20](=[O:35])[N:21]([CH2:24][C:25]([C:28]3[CH:29]=[CH:30][C:31]([F:34])=[CH:32][CH:33]=3)([OH:27])[CH3:26])[C:22](=[O:23])[C:17]=2[CH:16]=1)[CH3:14]. The catalyst class is: 22.